This data is from Reaction yield outcomes from USPTO patents with 853,638 reactions. The task is: Predict the reaction yield, written as a fraction of the theoretical maximum amount of product (1.0 means a 100% yield; for example, 0.34 means a 34% yield). (1) The reactants are [NH2:1][C@@H:2]1[CH2:6][C@H:5]([O:7][CH2:8][CH2:9][OH:10])[C@@H:4]([OH:11])[C@H:3]1[OH:12].[Cl:13][C:14]1[C:19]([NH2:20])=[C:18](Cl)[N:17]=[C:16]([S:22][CH2:23][CH2:24][CH3:25])[N:15]=1.[N:26](CCO)(CCO)CCO.N([O-])=O.[Na+]. The catalyst is C(OCC)(=O)C.C(O)(=O)C. The product is [Cl:13][C:14]1[C:19]2[N:20]=[N:26][N:1]([C@@H:2]3[CH2:6][C@H:5]([O:7][CH2:8][CH2:9][OH:10])[C@@H:4]([OH:11])[C@H:3]3[OH:12])[C:18]=2[N:17]=[C:16]([S:22][CH2:23][CH2:24][CH3:25])[N:15]=1. The yield is 0.830. (2) The reactants are [C:1]([O:5][C:6]([C:8]1[CH:13]=[CH:12][C:11]([C:14]2[C:15]([C:29]([O:31][CH2:32][CH3:33])=[O:30])=[N:16][N:17]([C:23]3[CH:28]=[CH:27][CH:26]=[CH:25][CH:24]=3)[C:18]=2[CH2:19][CH2:20][CH2:21][CH3:22])=[C:10]([C:34]([N:36]2[CH2:45][CH2:44][C:43]3[C:38](=[CH:39][CH:40]=[CH:41][CH:42]=3)[CH2:37]2)=[O:35])[CH:9]=1)=[O:7])([CH3:4])([CH3:3])[CH3:2].[Cl:46][C:47]1[CH:67]=[CH:66][C:50]([O:51]C2C=CC(N/N=C/C(OCC)=O)=CC=2)=[CH:49][CH:48]=1.[N+](C(CCCC)=CC1C=CC(C(OC(C)(C)C)=O)=CC=1C(N1CCC2C(=CC=CC=2)C1)=O)([O-])=O. No catalyst specified. The product is [C:1]([O:5][C:6]([C:8]1[CH:13]=[CH:12][C:11]([C:14]2[C:15]([C:29]([O:31][CH2:32][CH3:33])=[O:30])=[N:16][N:17]([C:23]3[CH:28]=[CH:27][C:26]([O:51][C:50]4[CH:66]=[CH:67][C:47]([Cl:46])=[CH:48][CH:49]=4)=[CH:25][CH:24]=3)[C:18]=2[CH2:19][CH2:20][CH2:21][CH3:22])=[C:10]([C:34]([N:36]2[CH2:45][CH2:44][C:43]3[C:38](=[CH:39][CH:40]=[CH:41][CH:42]=3)[CH2:37]2)=[O:35])[CH:9]=1)=[O:7])([CH3:3])([CH3:4])[CH3:2]. The yield is 0.460. (3) The reactants are C(OC([N:8]1[CH2:12][CH:11]([CH2:13][O:14][CH:15]([F:17])[F:16])[CH2:10][CH:9]1[C:18]1[NH:19][C:20]([C:23]2[CH:28]=[CH:27][C:26]([Br:29])=[CH:25][CH:24]=2)=[CH:21][N:22]=1)=O)(C)(C)C.Cl.[CH3:31][O:32][C:33]([NH:35][CH:36]([CH:40]([CH3:42])[CH3:41])[C:37](O)=[O:38])=[O:34].CN(C(ON1N=NC2C=CC=NC1=2)=[N+](C)C)C.F[P-](F)(F)(F)(F)F.C(N(CC)CC)C. The catalyst is C(Cl)Cl.CN(C=O)C.CCOC(C)=O. The product is [CH3:31][O:32][C:33](=[O:34])[NH:35][CH:36]([C:37]([N:8]1[CH2:12][CH:11]([CH2:13][O:14][CH:15]([F:17])[F:16])[CH2:10][CH:9]1[C:18]1[NH:19][C:20]([C:23]2[CH:28]=[CH:27][C:26]([Br:29])=[CH:25][CH:24]=2)=[CH:21][N:22]=1)=[O:38])[CH:40]([CH3:42])[CH3:41]. The yield is 0.610.